From a dataset of Forward reaction prediction with 1.9M reactions from USPTO patents (1976-2016). Predict the product of the given reaction. Given the reactants [CH2:1]([NH:3][C:4](=[O:24])[NH:5][C:6]1[N:11]=[CH:10][C:9](B(O)O)=[C:8]([C:15]2[S:16][CH:17]=[C:18]([C:20]([F:23])([F:22])[F:21])[N:19]=2)[CH:7]=1)[CH3:2].Cl.I[C:27]1[CH:28]=[C:29]2[C:34](=[CH:35][CH:36]=1)[N:33]([CH2:37][CH:38]([N:40]1[CH2:45][CH2:44][O:43][CH2:42][CH2:41]1)[CH3:39])[CH:32]=[C:31]([C:46]([O:48]CC)=[O:47])[C:30]2=[O:51].C([O-])([O-])=O.[Cs+].[Cs+].[Li+].[OH-], predict the reaction product. The product is: [CH2:1]([NH:3][C:4](=[O:24])[NH:5][C:6]1[N:11]=[CH:10][C:9]([C:27]2[CH:28]=[C:29]3[C:34](=[CH:35][CH:36]=2)[N:33]([CH2:37][CH:38]([N:40]2[CH2:41][CH2:42][O:43][CH2:44][CH2:45]2)[CH3:39])[CH:32]=[C:31]([C:46]([OH:48])=[O:47])[C:30]3=[O:51])=[C:8]([C:15]2[S:16][CH:17]=[C:18]([C:20]([F:23])([F:22])[F:21])[N:19]=2)[CH:7]=1)[CH3:2].